From a dataset of Catalyst prediction with 721,799 reactions and 888 catalyst types from USPTO. Predict which catalyst facilitates the given reaction. Reactant: F[C:2]1[CH:7]=[CH:6][CH:5]=[CH:4][C:3]=1[N+:8]([O-:10])=[O:9].[CH3:11][O:12][C:13]1[CH:19]=[CH:18][C:16]([NH2:17])=[CH:15][CH:14]=1. Product: [CH3:11][O:12][C:13]1[CH:19]=[CH:18][C:16]([NH:17][C:2]2[CH:7]=[CH:6][CH:5]=[CH:4][C:3]=2[N+:8]([O-:10])=[O:9])=[CH:15][CH:14]=1. The catalyst class is: 13.